Dataset: Reaction yield outcomes from USPTO patents with 853,638 reactions. Task: Predict the reaction yield, written as a fraction of the theoretical maximum amount of product (1.0 means a 100% yield; for example, 0.34 means a 34% yield). (1) The reactants are [C:1]([C:4]1[CH:21]=[C:20]([Cl:22])[CH:19]=[CH:18][C:5]=1[CH2:6][N:7]1[C:12]2[CH:13]=[CH:14][NH:15][C:11]=2[C:10](=[O:16])[NH:9][C:8]1=[S:17])(=O)[CH3:2].[CH3:23][NH2:24].[BH4-].[Na+].N. The catalyst is CCO.C(O[Ti](OC(C)C)(OC(C)C)OC(C)C)(C)C.O. The product is [Cl:22][C:20]1[CH:19]=[CH:18][C:5]([CH2:6][N:7]2[C:12]3[CH:13]=[CH:14][NH:15][C:11]=3[C:10](=[O:16])[NH:9][C:8]2=[S:17])=[C:4]([CH:1]([NH:24][CH3:23])[CH3:2])[CH:21]=1. The yield is 0.430. (2) The reactants are [N:1]1[CH:6]=[CH:5][C:4]([C:7]2[CH:8]=[C:9]([NH2:14])[C:10]([NH2:13])=[N:11][CH:12]=2)=[CH:3][CH:2]=1.[O:15]1[C:20]2[CH:21]=[CH:22][CH:23]=[CH:24][C:19]=2[O:18][CH2:17][CH:16]1[C:25](O)=O. No catalyst specified. The product is [O:15]1[CH:16]([C:25]2[NH:13][C:10]3=[N:11][CH:12]=[C:7]([C:4]4[CH:5]=[CH:6][N:1]=[CH:2][CH:3]=4)[CH:8]=[C:9]3[N:14]=2)[CH2:17][O:18][C:19]2[CH:24]=[C:23]3[C:22](=[CH:21][C:20]1=2)[CH:5]=[CH:4][CH:3]=[CH:2]3. The yield is 0.270. (3) The reactants are [CH3:1][N:2]1[C:6]([CH2:7]O)=[CH:5][C:4]([N+:9]([O-:11])=[O:10])=[N:3]1.P(Br)(Br)[Br:13]. The catalyst is C(Cl)(Cl)Cl. The product is [Br:13][CH2:7][C:6]1[N:2]([CH3:1])[N:3]=[C:4]([N+:9]([O-:11])=[O:10])[CH:5]=1. The yield is 0.870. (4) The reactants are [Cl:1][C:2]1[CH:7]=[CH:6][CH:5]=[CH:4][C:3]=1[CH2:8][N:9]1[C:14](=[O:15])[C:13]([C:16]([NH:18][CH2:19][C:20]([O:22]CC)=[O:21])=[O:17])=[C:12]([OH:25])[C:11]([C:26](OC)=[O:27])=[C:10]1[OH:30].[Cl:31][C:32]1[CH:33]=[C:34]([CH:37]=[CH:38][C:39]=1[Cl:40])[CH2:35][NH2:36]. The catalyst is O1CCOCC1.C(OCC)(=O)C. The product is [Cl:1][C:2]1[CH:7]=[CH:6][CH:5]=[CH:4][C:3]=1[CH2:8][N:9]1[C:10]([OH:30])=[C:11]([C:26]([NH:36][CH2:35][C:34]2[CH:37]=[CH:38][C:39]([Cl:40])=[C:32]([Cl:31])[CH:33]=2)=[O:27])[C:12]([OH:25])=[C:13]([C:16]([NH:18][CH2:19][C:20]([OH:22])=[O:21])=[O:17])[C:14]1=[O:15]. The yield is 0.830. (5) The reactants are [CH2:1]([O:3][C:4](=[O:9])/[CH:5]=[CH:6]/[CH:7]=[O:8])[CH3:2].[N+](C1C=CC=CC=1C(O)=O)([O-])=O.N1CCCC1.[OH:27][C:28]1[C:35]([O:36][CH3:37])=[CH:34][CH:33]=[C:32]([O:38][CH3:39])[C:29]=1[CH:30]=O. The catalyst is CS(C)=O. The product is [CH2:1]([O:3][C:4]([CH:5]1[C:6]([CH:7]=[O:8])=[CH:30][C:29]2[C:28](=[C:35]([O:36][CH3:37])[CH:34]=[CH:33][C:32]=2[O:38][CH3:39])[O:27]1)=[O:9])[CH3:2]. The yield is 0.623.